Dataset: Forward reaction prediction with 1.9M reactions from USPTO patents (1976-2016). Task: Predict the product of the given reaction. (1) The product is: [N:1]1([C:5]2[CH:6]=[C:7]([O:34][CH3:35])[C:8]([NH:14][C:15]3[N:20]=[C:19]([N:21]4[CH:25]=[C:24]([CH2:26][N:37]5[CH2:40][CH2:39][CH2:38]5)[C:23]([C:28]5[CH:29]=[CH:30][CH:31]=[CH:32][CH:33]=5)=[N:22]4)[CH:18]=[CH:17][N:16]=3)=[CH:9][C:10]=2[NH:11][C:7](=[O:34])[CH:6]=[CH2:5])[CH2:4][CH2:3][CH2:2]1. Given the reactants [N:1]1([C:5]2[C:10]([N+:11]([O-])=O)=[CH:9][C:8]([NH:14][C:15]3[N:20]=[C:19]([N:21]4[CH:25]=[C:24]([CH:26]=O)[C:23]([C:28]5[CH:33]=[CH:32][CH:31]=[CH:30][CH:29]=5)=[N:22]4)[CH:18]=[CH:17][N:16]=3)=[C:7]([O:34][CH3:35])[CH:6]=2)[CH2:4][CH2:3][CH2:2]1.Cl.[NH:37]1[CH2:40][CH2:39][CH2:38]1, predict the reaction product. (2) Given the reactants [Si]([O:8][CH2:9][C@H:10]([NH:20][S@@:21]([C:23]([CH3:26])([CH3:25])[CH3:24])=[O:22])[C:11]1[CH:16]=[CH:15][C:14]([S:17][CH2:18][CH3:19])=[CH:13][CH:12]=1)(C(C)(C)C)(C)C.CCCC[N+](CCCC)(CCCC)CCCC.[F-], predict the reaction product. The product is: [CH2:18]([S:17][C:14]1[CH:13]=[CH:12][C:11]([C@@H:10]([NH:20][S@@:21]([C:23]([CH3:24])([CH3:26])[CH3:25])=[O:22])[CH2:9][OH:8])=[CH:16][CH:15]=1)[CH3:19]. (3) Given the reactants [C:1]([N:4]1[CH2:8][CH2:7][CH2:6][C@H:5]1[CH2:9][C:10]#[N:11])(=O)[CH3:2].[H-].[Al+3].[Li+].[H-].[H-].[H-].C(O)C, predict the reaction product. The product is: [CH2:1]([N:4]1[CH2:8][CH2:7][CH2:6][C@H:5]1[CH2:9][CH2:10][NH2:11])[CH3:2]. (4) Given the reactants [OH:1][C:2]1[CH:11]=[CH:10][C:9](O)=[C:8]2[C:3]=1[CH2:4][CH:5]=[C:6]([CH3:13])[CH2:7]2.[H-].[Na+].[CH3:16]I.CN([CH:21]=[O:22])C, predict the reaction product. The product is: [CH3:16][O:1][C:2]1[CH:11]=[CH:10][C:9]([O:22][CH3:21])=[C:8]2[C:3]=1[CH2:4][CH:5]=[C:6]([CH3:13])[CH2:7]2. (5) Given the reactants [NH2:1][NH2:2].[F:3][CH:4]([C:7](=O)[C:8]([CH3:11])([CH3:10])[CH3:9])[C:5]#[N:6], predict the reaction product. The product is: [C:8]([C:7]1[C:4]([F:3])=[C:5]([NH2:6])[NH:2][N:1]=1)([CH3:11])([CH3:10])[CH3:9]. (6) Given the reactants Cl[C:2]1[S:3][C:4]([C:11]([O:13][CH2:14][CH3:15])=[O:12])=[C:5]([C:7]([F:10])([F:9])[F:8])[N:6]=1.[Cl:16][C:17]1[CH:18]=[C:19]([C:25]2([C:30]([F:33])([F:32])[F:31])[CH2:29][CH2:28][NH:27][CH2:26]2)[CH:20]=[C:21]([Cl:24])[C:22]=1[Cl:23].C(=O)([O-])[O-].[K+].[K+], predict the reaction product. The product is: [Cl:16][C:17]1[CH:18]=[C:19]([C:25]2([C:30]([F:33])([F:32])[F:31])[CH2:29][CH2:28][N:27]([C:2]3[S:3][C:4]([C:11]([O:13][CH2:14][CH3:15])=[O:12])=[C:5]([C:7]([F:10])([F:9])[F:8])[N:6]=3)[CH2:26]2)[CH:20]=[C:21]([Cl:24])[C:22]=1[Cl:23]. (7) Given the reactants C(OC(=O)[NH:7][CH2:8][C:9]1[C:14]([F:15])=[CH:13][C:12]([NH:16][C:17]2[CH:22]=[CH:21][C:20]([O:23][CH3:24])=[CH:19][C:18]=2[C:25]([F:28])([F:27])[F:26])=[CH:11][N:10]=1)(C)(C)C, predict the reaction product. The product is: [NH2:7][CH2:8][C:9]1[N:10]=[CH:11][C:12]([NH:16][C:17]2[CH:22]=[CH:21][C:20]([O:23][CH3:24])=[CH:19][C:18]=2[C:25]([F:28])([F:26])[F:27])=[CH:13][C:14]=1[F:15].